Task: Regression. Given two drug SMILES strings and cell line genomic features, predict the synergy score measuring deviation from expected non-interaction effect.. Dataset: NCI-60 drug combinations with 297,098 pairs across 59 cell lines (1) Drug 1: CN1CCC(CC1)COC2=C(C=C3C(=C2)N=CN=C3NC4=C(C=C(C=C4)Br)F)OC. Drug 2: CC1=C(C=C(C=C1)NC(=O)C2=CC=C(C=C2)CN3CCN(CC3)C)NC4=NC=CC(=N4)C5=CN=CC=C5. Cell line: NCI-H522. Synergy scores: CSS=13.8, Synergy_ZIP=-5.97, Synergy_Bliss=-2.65, Synergy_Loewe=-7.70, Synergy_HSA=-3.76. (2) Drug 1: CCCS(=O)(=O)NC1=C(C(=C(C=C1)F)C(=O)C2=CNC3=C2C=C(C=N3)C4=CC=C(C=C4)Cl)F. Drug 2: CN1CCC(CC1)COC2=C(C=C3C(=C2)N=CN=C3NC4=C(C=C(C=C4)Br)F)OC. Cell line: M14. Synergy scores: CSS=48.8, Synergy_ZIP=6.91, Synergy_Bliss=8.62, Synergy_Loewe=-8.49, Synergy_HSA=6.83. (3) Drug 1: CC1=C2C(C(=O)C3(C(CC4C(C3C(C(C2(C)C)(CC1OC(=O)C(C(C5=CC=CC=C5)NC(=O)OC(C)(C)C)O)O)OC(=O)C6=CC=CC=C6)(CO4)OC(=O)C)O)C)O. Drug 2: C1CNP(=O)(OC1)N(CCCl)CCCl. Cell line: ACHN. Synergy scores: CSS=11.4, Synergy_ZIP=-4.08, Synergy_Bliss=-5.55, Synergy_Loewe=-24.5, Synergy_HSA=-5.94. (4) Drug 1: CCCS(=O)(=O)NC1=C(C(=C(C=C1)F)C(=O)C2=CNC3=C2C=C(C=N3)C4=CC=C(C=C4)Cl)F. Drug 2: C(CCl)NC(=O)N(CCCl)N=O. Cell line: SNB-75. Synergy scores: CSS=-0.242, Synergy_ZIP=1.36, Synergy_Bliss=1.21, Synergy_Loewe=-1.31, Synergy_HSA=-1.26.